This data is from Cav3 T-type calcium channel HTS with 100,875 compounds. The task is: Binary Classification. Given a drug SMILES string, predict its activity (active/inactive) in a high-throughput screening assay against a specified biological target. (1) The drug is Fc1c(C(=O)N2C(CC(OCC)=O)C(=O)NCC2)c(F)ccc1. The result is 0 (inactive). (2) The compound is S(c1n(c2ccccc2)c(nn1)C)CC(=O)Nc1ccc(cc1)C. The result is 0 (inactive). (3) The drug is O1C(CN(c2nc(nc3c2cccc3)c2cccnc2)C)COc2c1cccc2. The result is 0 (inactive). (4) The compound is O=C1N(C(=O)c2c1c1c(nc2C)cccc1)Cc1cccnc1. The result is 0 (inactive). (5) The compound is [O-][n+]1c2c(n(c1c1ccccc1)C)/C(=N\O)CCC2. The result is 0 (inactive).